Dataset: hERG potassium channel inhibition data for cardiac toxicity prediction from Karim et al.. Task: Regression/Classification. Given a drug SMILES string, predict its toxicity properties. Task type varies by dataset: regression for continuous values (e.g., LD50, hERG inhibition percentage) or binary classification for toxic/non-toxic outcomes (e.g., AMES mutagenicity, cardiotoxicity, hepatotoxicity). Dataset: herg_karim. The compound is CC(C)(O)C(=O)c1oc2nc(-c3ccccc3Cl)c(-c3ccc(Cl)cc3)cc2c1NC(=O)CO. The result is 1 (blocker).